Dataset: NCI-60 drug combinations with 297,098 pairs across 59 cell lines. Task: Regression. Given two drug SMILES strings and cell line genomic features, predict the synergy score measuring deviation from expected non-interaction effect. (1) Drug 1: C1=C(C(=O)NC(=O)N1)F. Drug 2: C1=CC=C(C=C1)NC(=O)CCCCCCC(=O)NO. Cell line: HT29. Synergy scores: CSS=64.4, Synergy_ZIP=0.887, Synergy_Bliss=0.997, Synergy_Loewe=0.735, Synergy_HSA=5.35. (2) Drug 1: CCC1(CC2CC(C3=C(CCN(C2)C1)C4=CC=CC=C4N3)(C5=C(C=C6C(=C5)C78CCN9C7C(C=CC9)(C(C(C8N6C)(C(=O)OC)O)OC(=O)C)CC)OC)C(=O)OC)O.OS(=O)(=O)O. Drug 2: C1CC(=O)NC(=O)C1N2C(=O)C3=CC=CC=C3C2=O. Cell line: SNB-19. Synergy scores: CSS=8.22, Synergy_ZIP=-3.67, Synergy_Bliss=-4.65, Synergy_Loewe=-92.3, Synergy_HSA=-6.22. (3) Synergy scores: CSS=84.7, Synergy_ZIP=-3.35, Synergy_Bliss=-4.00, Synergy_Loewe=-2.92, Synergy_HSA=-0.511. Cell line: SK-MEL-5. Drug 2: CC1=C(C(=O)C2=C(C1=O)N3CC4C(C3(C2COC(=O)N)OC)N4)N. Drug 1: CC1C(C(CC(O1)OC2CC(OC(C2O)C)OC3=CC4=CC5=C(C(=O)C(C(C5)C(C(=O)C(C(C)O)O)OC)OC6CC(C(C(O6)C)O)OC7CC(C(C(O7)C)O)OC8CC(C(C(O8)C)O)(C)O)C(=C4C(=C3C)O)O)O)O.